This data is from Reaction yield outcomes from USPTO patents with 853,638 reactions. The task is: Predict the reaction yield, written as a fraction of the theoretical maximum amount of product (1.0 means a 100% yield; for example, 0.34 means a 34% yield). (1) The reactants are [CH3:1][N:2]1[C:8]2[CH:9]=[CH:10][C:11]([C:13]3[CH:18]=[CH:17][CH:16]=[CH:15][CH:14]=3)=[CH:12][C:7]=2[C:6]([C:19]2[CH:24]=[CH:23][CH:22]=[C:21]([N+:25]([O-])=O)[CH:20]=2)=[N:5][CH2:4][C:3]1=[O:28]. The yield is 0.160. The catalyst is CO.C(Cl)Cl.[Pd]. The product is [NH2:25][C:21]1[CH:20]=[C:19]([C:6]2[C:7]3[CH:12]=[C:11]([C:13]4[CH:14]=[CH:15][CH:16]=[CH:17][CH:18]=4)[CH:10]=[CH:9][C:8]=3[N:2]([CH3:1])[C:3](=[O:28])[CH2:4][N:5]=2)[CH:24]=[CH:23][CH:22]=1. (2) The reactants are [I:1][C:2]1[N:7]=[C:6]([CH3:8])[C:5]([OH:9])=[CH:4][CH:3]=1.[Cl:10][C:11]1[CH:16]=[C:15](Cl)[CH:14]=[CH:13][N:12]=1.C([O-])([O-])=O.[K+].[K+].O. The catalyst is CC(N(C)C)=O. The product is [Cl:10][C:11]1[CH:16]=[C:15]([O:9][C:5]2[C:6]([CH3:8])=[N:7][C:2]([I:1])=[CH:3][CH:4]=2)[CH:14]=[CH:13][N:12]=1. The yield is 0.730. (3) The reactants are [O:1]=[C:2]1[CH:7]=[CH:6][N:5]([C:8]2[CH:13]=[CH:12][CH:11]=[C:10]([C:14]([F:17])([F:16])[F:15])[CH:9]=2)[N:4]=[C:3]1[C:18]([NH:20][C:21]1[CH:26]=[CH:25][CH:24]=[CH:23][CH:22]=1)=O.[NH:27]1[C:31]2[CH:32]=[CH:33][CH:34]=[CH:35][C:30]=2[N:29]=[N:28]1.S(Cl)(Cl)=O. The catalyst is C(Cl)Cl. The product is [N:27]1([C:18](=[N:20][C:21]2[CH:26]=[CH:25][CH:24]=[CH:23][CH:22]=2)[C:3]2[C:2](=[O:1])[CH:7]=[CH:6][N:5]([C:8]3[CH:13]=[CH:12][CH:11]=[C:10]([C:14]([F:17])([F:15])[F:16])[CH:9]=3)[N:4]=2)[C:31]2[CH:32]=[CH:33][CH:34]=[CH:35][C:30]=2[N:29]=[N:28]1. The yield is 0.580. (4) The catalyst is O1CCOCC1. The yield is 0.350. The product is [CH3:16][O:15][C:12]1[CH:13]=[CH:14][C:9]([NH:8][C:6]([C:5]2[CH:27]=[CH:28][C:2]([C:36]3[CH:37]=[CH:38][C:33]([C:31]([O:30][CH3:29])=[O:32])=[CH:34][CH:35]=3)=[CH:3][CH:4]=2)=[O:7])=[CH:10][C:11]=1[NH:17][C:18](=[O:26])[CH2:19][N:20]1[CH2:25][CH2:24][O:23][CH2:22][CH2:21]1. The reactants are Br[C:2]1[CH:28]=[CH:27][C:5]([C:6]([NH:8][C:9]2[CH:14]=[CH:13][C:12]([O:15][CH3:16])=[C:11]([NH:17][C:18](=[O:26])[CH2:19][N:20]3[CH2:25][CH2:24][O:23][CH2:22][CH2:21]3)[CH:10]=2)=[O:7])=[CH:4][CH:3]=1.[CH3:29][O:30][C:31]([C:33]1[CH:38]=[CH:37][C:36](B(O)O)=[CH:35][CH:34]=1)=[O:32].C(=O)([O-])[O-].[Na+].[Na+]. (5) The reactants are [Cl:1][C:2]1[CH:3]=[N+:4]([O-:42])[CH:5]=[C:6]([Cl:41])[C:7]=1[CH2:8][C@@H:9]([C:26]1[CH:31]=[CH:30][C:29]([O:32][CH:33]([F:35])[F:34])=[C:28]([O:36][CH2:37][CH:38]2[CH2:40][CH2:39]2)[CH:27]=1)[O:10][C:11](=[O:25])[C:12]1[CH:17]=[CH:16][C:15]([CH:18]=[O:19])=[C:14]([O:20][CH2:21][CH:22]2[CH2:24][CH2:23]2)[CH:13]=1.S(=O)(=O)([OH:45])N.Cl([O-])=O.[Na+]. The catalyst is C(O)(=O)C.O. The product is [C:18]([C:15]1[CH:16]=[CH:17][C:12]([C:11]([O:10][C@H:9]([C:26]2[CH:31]=[CH:30][C:29]([O:32][CH:33]([F:35])[F:34])=[C:28]([O:36][CH2:37][CH:38]3[CH2:39][CH2:40]3)[CH:27]=2)[CH2:8][C:7]2[C:2]([Cl:1])=[CH:3][N+:4]([O-:42])=[CH:5][C:6]=2[Cl:41])=[O:25])=[CH:13][C:14]=1[O:20][CH2:21][CH:22]1[CH2:23][CH2:24]1)([OH:45])=[O:19]. The yield is 0.327. (6) The reactants are [N:1]([C@@H:4]1CC2[C:6](=CC=CC=2)[C@H:5]1[NH:13][C:14]1[C:19]([CH:20]2[CH2:22][CH2:21]2)=[N:18][C:17]([C:23]2[CH:28]=[CH:27][C:26]([Cl:29])=[CH:25][C:24]=2[Cl:30])=[C:16]([CH:31]2[CH2:33][CH2:32]2)[N:15]=1)=[N+]=[N-].[CH:47]1[CH:52]=[CH:51][C:50](P([C:47]2[CH:52]=[CH:51][CH:50]=[CH:49][CH:48]=2)[C:47]2[CH:52]=[CH:51][CH:50]=[CH:49][CH:48]=2)=[CH:49][CH:48]=1.O. The catalyst is C1COCC1. The product is [CH:20]1([C:19]2[C:14]([NH:13][C@@H:5]3[CH2:6][C:48]4[C:47](=[CH:52][CH:51]=[CH:50][CH:49]=4)[C@H:4]3[NH2:1])=[N:15][C:16]([CH:31]3[CH2:33][CH2:32]3)=[C:17]([C:23]3[CH:28]=[CH:27][C:26]([Cl:29])=[CH:25][C:24]=3[Cl:30])[N:18]=2)[CH2:22][CH2:21]1. The yield is 0.750. (7) The reactants are Cl[C:2]1[N:7]=[C:6]([NH:8][C:9]2[CH:14]=[CH:13][CH:12]=[CH:11][C:10]=2[S:15]([N:18]([CH3:20])[CH3:19])(=[O:17])=[O:16])[C:5]([Cl:21])=[CH:4][N:3]=1.[CH3:22][O:23][C:24]1[C:25]([NH2:43])=[CH:26][C:27]2[CH2:33][CH2:32][N:31]([CH2:34][CH2:35][N:36]3[CH2:41][CH2:40][O:39][CH2:38][CH2:37]3)[CH2:30][CH2:29][C:28]=2[CH:42]=1. No catalyst specified. The product is [Cl:21][C:5]1[C:6]([NH:8][C:9]2[CH:14]=[CH:13][CH:12]=[CH:11][C:10]=2[S:15]([N:18]([CH3:20])[CH3:19])(=[O:17])=[O:16])=[N:7][C:2]([NH:43][C:25]2[C:24]([O:23][CH3:22])=[CH:42][C:28]3[CH2:29][CH2:30][N:31]([CH2:34][CH2:35][N:36]4[CH2:41][CH2:40][O:39][CH2:38][CH2:37]4)[CH2:32][CH2:33][C:27]=3[CH:26]=2)=[N:3][CH:4]=1. The yield is 0.280. (8) The reactants are [C:1]1([C:7]2[NH:8][CH:9]=[C:10]([CH:12]=[O:13])[N:11]=2)[CH:6]=[CH:5][CH:4]=[CH:3][CH:2]=1.[H-].[Na+].[S:16]1[C:20]2[CH:21]=[CH:22][CH:23]=[CH:24][C:19]=2[CH:18]=[C:17]1[S:25](Cl)(=[O:27])=[O:26].O. The catalyst is O1CCCC1. The product is [S:16]1[C:20]2[CH:21]=[CH:22][CH:23]=[CH:24][C:19]=2[CH:18]=[C:17]1[S:25]([N:8]1[CH:9]=[C:10]([CH:12]=[O:13])[N:11]=[C:7]1[C:1]1[CH:2]=[CH:3][CH:4]=[CH:5][CH:6]=1)(=[O:27])=[O:26]. The yield is 0.830. (9) The reactants are [Br:1][C:2]1[CH:7]=[C:6]([O:8][CH3:9])[CH:5]=[C:4]([CH2:10]Cl)[C:3]=1[O:12][CH3:13].[C-:14]#[N:15].[K+].O. The catalyst is CS(C)=O. The product is [Br:1][C:2]1[C:3]([O:12][CH3:13])=[C:4]([CH2:10][C:14]#[N:15])[CH:5]=[C:6]([O:8][CH3:9])[CH:7]=1. The yield is 0.770. (10) The reactants are [O-]P([O-])([O-])=O.[K+].[K+].[K+].Br[C:10]1[CH:11]=[C:12]([C:16]2[N:20]([CH3:21])[N:19]=[C:18]([C:22]([N:24]3[CH2:28][CH2:27][CH:26]([N:29]([CH2:32][CH3:33])[CH2:30][CH3:31])[CH2:25]3)=[O:23])[C:17]=2[CH3:34])[CH:13]=[CH:14][CH:15]=1.[Cl:35][C:36]1[CH:41]=[CH:40][C:39](/[CH:42]=[CH:43]/B(O)O)=[CH:38][CH:37]=1. No catalyst specified. The product is [Cl:35][C:36]1[CH:41]=[CH:40][C:39]([CH:42]=[CH:43][C:10]2[CH:11]=[C:12]([C:16]3[N:20]([CH3:21])[N:19]=[C:18]([C:22]([N:24]4[CH2:28][CH2:27][CH:26]([N:29]([CH2:32][CH3:33])[CH2:30][CH3:31])[CH2:25]4)=[O:23])[C:17]=3[CH3:34])[CH:13]=[CH:14][CH:15]=2)=[CH:38][CH:37]=1. The yield is 0.670.